Dataset: Forward reaction prediction with 1.9M reactions from USPTO patents (1976-2016). Task: Predict the product of the given reaction. (1) Given the reactants I[C:2]1[C:10]2[C:5](=[N:6][CH:7]=[C:8]([C:24]3[CH:29]=[CH:28][CH:27]=[CH:26][CH:25]=3)[C:9]=2[N:11]2[CH2:16][CH2:15][N:14]([C:17]([O:19][C:20]([CH3:23])([CH3:22])[CH3:21])=[O:18])[CH2:13][CH2:12]2)[N:4](CC2C=CC(OC)=CC=2)[N:3]=1.N1C2C(=CC=C3C=2N=CC=C3)C=CC=1.[CH3:53][C:54]1([CH3:61])[O:58][C@H:57]([CH2:59][OH:60])[CH2:56][O:55]1.[F-].[K+], predict the reaction product. The product is: [CH3:53][C:54]1([CH3:61])[O:58][C@H:57]([CH2:59][O:60][C:2]2[C:10]3[C:5](=[N:6][CH:7]=[C:8]([C:24]4[CH:25]=[CH:26][CH:27]=[CH:28][CH:29]=4)[C:9]=3[N:11]3[CH2:16][CH2:15][N:14]([C:17]([O:19][C:20]([CH3:23])([CH3:22])[CH3:21])=[O:18])[CH2:13][CH2:12]3)[NH:4][N:3]=2)[CH2:56][O:55]1. (2) Given the reactants [CH3:1][C:2]1[CH:10]=[CH:9][C:5]([C:6]([OH:8])=[O:7])=[CH:4][C:3]=1[C:11]([OH:13])=[O:12].S(Cl)(Cl)=O.N1C=CC=C[CH:19]=1.CO, predict the reaction product. The product is: [CH3:19][O:7][C:6](=[O:8])[C:5]1[CH:9]=[CH:10][C:2]([CH3:1])=[C:3]([C:11]([OH:13])=[O:12])[CH:4]=1. (3) Given the reactants [F-].[K+].[O:3]=[S:4]1(=[O:38])[N:8](S(C2C=CC(C)=CC=2)(=O)=O)[C:7]2[CH:19]=[C:20]([CH2:23][N:24]([C:30]3[CH:37]=[CH:36][C:33]([C:34]#[N:35])=[CH:32][CH:31]=3)[N:25]3[CH:29]=[CH:28][N:27]=[CH:26]3)[CH:21]=[CH:22][C:6]=2[O:5]1, predict the reaction product. The product is: [O:38]=[S:4]1(=[O:3])[NH:8][C:7]2[CH:19]=[C:20]([CH2:23][N:24]([C:30]3[CH:37]=[CH:36][C:33]([C:34]#[N:35])=[CH:32][CH:31]=3)[N:25]3[CH:29]=[CH:28][N:27]=[CH:26]3)[CH:21]=[CH:22][C:6]=2[O:5]1. (4) Given the reactants [O:1]1[C:5]2[CH:6]=[CH:7][C:8]([CH2:10][CH2:11][OH:12])=[CH:9][C:4]=2[O:3][CH2:2]1.CC(OI1(OC(C)=O)(OC(C)=O)OC(=O)C2C=CC=CC1=2)=O, predict the reaction product. The product is: [O:1]1[C:5]2[CH:6]=[CH:7][C:8]([CH2:10][CH:11]=[O:12])=[CH:9][C:4]=2[O:3][CH2:2]1.